The task is: Predict the reactants needed to synthesize the given product.. This data is from Full USPTO retrosynthesis dataset with 1.9M reactions from patents (1976-2016). Given the product [CH:1]1([CH2:4][O:5][C:6]2[CH:11]=[C:10]([O:12][CH2:13][CH2:14][O:15][CH3:16])[CH:9]=[CH:8][C:7]=2[CH2:17][CH2:18][C:19]([NH:21][S:22]([CH2:25][CH2:26][CH2:27][CH2:28][CH3:29])(=[O:24])=[O:23])=[O:20])[CH2:2][CH2:3]1, predict the reactants needed to synthesize it. The reactants are: [CH:1]1([CH2:4][O:5][C:6]2[CH:11]=[C:10]([O:12][CH2:13][CH2:14][O:15][CH3:16])[CH:9]=[CH:8][C:7]=2/[CH:17]=[CH:18]/[C:19]([NH:21][S:22]([CH2:25][CH2:26][CH2:27][CH2:28][CH3:29])(=[O:24])=[O:23])=[O:20])[CH2:3][CH2:2]1.